This data is from Reaction yield outcomes from USPTO patents with 853,638 reactions. The task is: Predict the reaction yield, written as a fraction of the theoretical maximum amount of product (1.0 means a 100% yield; for example, 0.34 means a 34% yield). (1) The reactants are [F:1][C:2]1[C:3]([NH:12][C:13]2[CH:18]=[CH:17][C:16]([I:19])=[CH:15][C:14]=2[F:20])=[C:4]([CH:8]=[CH:9][C:10]=1[F:11])[C:5]([OH:7])=O.C1CN([P+](ON2N=NC3C=CC=CC2=3)(N2CCCC2)N2CCCC2)CC1.F[P-](F)(F)(F)(F)F.[NH:54]1[CH2:57][CH:56]([NH:58][C:59](=[O:65])[O:60][C:61]([CH3:64])([CH3:63])[CH3:62])[CH2:55]1.C(N(CC)C(C)C)(C)C. The catalyst is CN(C)C=O. The product is [F:1][C:2]1[C:3]([NH:12][C:13]2[CH:18]=[CH:17][C:16]([I:19])=[CH:15][C:14]=2[F:20])=[C:4]([C:5]([N:54]2[CH2:57][CH:56]([NH:58][C:59](=[O:65])[O:60][C:61]([CH3:63])([CH3:62])[CH3:64])[CH2:55]2)=[O:7])[CH:8]=[CH:9][C:10]=1[F:11]. The yield is 0.800. (2) The yield is 0.610. The product is [O:9]1[CH:10]=[CH:11][CH:12]=[C:8]1[C:6]1[N:5]=[C:4]2[CH2:13][CH2:14][CH2:15][C:3]2=[C:2]([NH:16][C:17]2[CH:18]=[CH:19][C:20]([CH2:23][C:24]([O:26][CH2:27][CH3:28])=[O:25])=[CH:21][CH:22]=2)[CH:7]=1. No catalyst specified. The reactants are Cl[C:2]1[CH:7]=[C:6]([C:8]2[O:9][CH:10]=[CH:11][CH:12]=2)[N:5]=[C:4]2[CH2:13][CH2:14][CH2:15][C:3]=12.[NH2:16][C:17]1[CH:22]=[CH:21][C:20]([CH2:23][C:24]([O:26][CH2:27][CH3:28])=[O:25])=[CH:19][CH:18]=1. (3) The yield is 0.960. The product is [F:25][C:21]1[CH:20]=[C:19]([C:17]#[C:18][C:2]2[CH:3]=[CH:4][C:5]([N:8]3[C:12](=[O:13])[CH2:11][C@H:10]4[CH2:14][CH2:15][CH2:16][C@@H:9]34)=[N:6][CH:7]=2)[CH:24]=[CH:23][CH:22]=1. The reactants are I[C:2]1[CH:3]=[CH:4][C:5]([N:8]2[C:12](=[O:13])[CH2:11][C@H:10]3[CH2:14][CH2:15][CH2:16][C@@H:9]23)=[N:6][CH:7]=1.[C:17]([C:19]1[CH:24]=[CH:23][CH:22]=[C:21]([F:25])[CH:20]=1)#[CH:18]. No catalyst specified. (4) The reactants are [N+:1]([C:4]1[CH:13]=[C:12]2[C:7]([CH2:8][CH2:9][CH2:10][CH:11]2[OH:14])=[CH:6][CH:5]=1)([O-])=O. The catalyst is CO. The product is [NH2:1][C:4]1[CH:13]=[C:12]2[C:7]([CH2:8][CH2:9][CH2:10][CH:11]2[OH:14])=[CH:6][CH:5]=1. The yield is 0.950. (5) The reactants are [F:1][C:2]1[CH:7]=[C:6]([I:8])[CH:5]=[CH:4][C:3]=1[NH:9][C:10]1[N:15]([CH3:16])[C:14](=[O:17])[C:13]2[CH:18]=[CH:19][O:20][C:12]=2[C:11]=1[C:21]([OH:23])=O.[CH:24]([O:26][CH2:27][CH2:28][O:29][NH2:30])=[CH2:25].C(Cl)CCl.C1C=CC2N(O)N=NC=2C=1. The catalyst is CN(C=O)C. The product is [F:1][C:2]1[CH:7]=[C:6]([I:8])[CH:5]=[CH:4][C:3]=1[NH:9][C:10]1[N:15]([CH3:16])[C:14](=[O:17])[C:13]2[CH:18]=[CH:19][O:20][C:12]=2[C:11]=1[C:21]([NH:30][O:29][CH2:28][CH2:27][O:26][CH:24]=[CH2:25])=[O:23]. The yield is 0.500. (6) The reactants are [C:1]([O:5][C:6]([C:8]1[CH:13]=[CH:12][C:11]([S:14]([NH2:17])(=[O:16])=[O:15])=[CH:10][C:9]=1[OH:18])=[O:7])([CH3:4])([CH3:3])[CH3:2].[Cl:19][C:20]1[CH:21]=[C:22]([NH:30][C:31](OC2C=CC=CC=2)=[O:32])[C:23](=[CH:28][CH:29]=1)[C:24]([O:26][CH3:27])=[O:25]. No catalyst specified. The product is [C:1]([O:5][C:6]([C:8]1[CH:13]=[CH:12][C:11]([S:14]([NH:17][C:31]([NH:30][C:22]2[CH:21]=[C:20]([Cl:19])[CH:29]=[CH:28][C:23]=2[C:24]([O:26][CH3:27])=[O:25])=[O:32])(=[O:16])=[O:15])=[CH:10][C:9]=1[OH:18])=[O:7])([CH3:4])([CH3:2])[CH3:3]. The yield is 1.00. (7) The reactants are O=[C:2]([C:9]1[CH:14]=[CH:13][N:12]=[CH:11][N:10]=1)[CH2:3][C:4]([O:6]CC)=O.[CH3:15][NH:16][C:17]([NH2:19])=[S:18].N12CCCN=C1CCCCC2. The catalyst is C(O)C. The product is [SH:18][C:17]1[N:16]([CH3:15])[C:4](=[O:6])[CH:3]=[C:2]([C:9]2[CH:14]=[CH:13][N:12]=[CH:11][N:10]=2)[N:19]=1. The yield is 0.830.